This data is from Full USPTO retrosynthesis dataset with 1.9M reactions from patents (1976-2016). The task is: Predict the reactants needed to synthesize the given product. (1) Given the product [CH2:8]1[CH:9]2[CH:5]([CH:4]3[CH2:11][CH:10]2[CH2:2][C:3]3=[N:12][OH:26])[CH:6]=[CH:7]1, predict the reactants needed to synthesize it. The reactants are: Cl[CH:2]1[CH:10]2[CH2:11][CH:4]([CH:5]3[CH:9]2[CH2:8][CH:7]=[CH:6]3)[CH:3]1[N+:12]([O-:26])=[N+:12]([O-:26])[CH:3]1[CH:2](Cl)[CH:10]2[CH2:11][CH:4]1[CH:5]1[CH:9]2[CH2:8][CH:7]=[CH:6]1.C(O)C.C(O)(=O)C. (2) Given the product [Cl:8][C:5]1[C:4]([NH:9][S:10]([C:13]2[CH:18]=[CH:17][C:16]([F:19])=[CH:15][C:14]=2[F:20])(=[O:12])=[O:11])=[C:3]([CH3:21])[C:2]([B:25]2[O:26][C:27]([CH3:29])([CH3:28])[C:23]([CH3:39])([CH3:22])[O:24]2)=[CH:7][N:6]=1, predict the reactants needed to synthesize it. The reactants are: Br[C:2]1[C:3]([CH3:21])=[C:4]([NH:9][S:10]([C:13]2[CH:18]=[CH:17][C:16]([F:19])=[CH:15][C:14]=2[F:20])(=[O:12])=[O:11])[C:5]([Cl:8])=[N:6][CH:7]=1.[CH3:22][C:23]1([CH3:39])[C:27]([CH3:29])([CH3:28])[O:26][B:25]([B:25]2[O:26][C:27]([CH3:29])([CH3:28])[C:23]([CH3:39])([CH3:22])[O:24]2)[O:24]1.CC([O-])=O.[K+]. (3) Given the product [NH2:1][C:2]1[NH:7][C:6](=[O:8])[C:5]2=[CH:9][N:10]=[C:11]([C@H:13]3[CH2:18][CH2:17][C@H:16]([C:19]([O:21][CH3:22])=[O:20])[CH2:15][CH2:14]3)[N:4]2[N:3]=1, predict the reactants needed to synthesize it. The reactants are: [NH2:1][C:2]1[NH:7][C:6](=[O:8])[C:5]([CH2:9][NH:10][C:11]([C@H:13]2[CH2:18][CH2:17][C@H:16]([C:19]([O:21][CH3:22])=[O:20])[CH2:15][CH2:14]2)=O)=[N:4][N:3]=1.O=P(Cl)(Cl)Cl. (4) The reactants are: [N:1]1[CH:6]=[CH:5][CH:4]=[C:3]([CH2:7][N:8]2[C:16]3[C:11](=[CH:12][C:13]([OH:17])=[CH:14][CH:15]=3)[C:10]([CH3:19])([CH3:18])[CH2:9]2)[CH:2]=1.[CH:20]1([N:26]=[C:27]=[O:28])[CH2:25][CH2:24][CH2:23][CH2:22][CH2:21]1. Given the product [CH:20]1([NH:26][C:27](=[O:28])[O:17][C:13]2[CH:12]=[C:11]3[C:16](=[CH:15][CH:14]=2)[N:8]([CH2:7][C:3]2[CH:2]=[N:1][CH:6]=[CH:5][CH:4]=2)[CH2:9][C:10]3([CH3:19])[CH3:18])[CH2:25][CH2:24][CH2:23][CH2:22][CH2:21]1, predict the reactants needed to synthesize it. (5) Given the product [NH2:1][C:2]1[CH:7]=[CH:6][CH:5]=[CH:4][C:3]=1[C:8]1[CH:13]=[CH:12][C:11]([C:20]#[C:19][Si:16]([CH3:18])([CH3:17])[CH3:15])=[CH:10][CH:9]=1, predict the reactants needed to synthesize it. The reactants are: [NH2:1][C:2]1[CH:7]=[CH:6][CH:5]=[CH:4][C:3]=1[C:8]1[CH:13]=[CH:12][C:11](Br)=[CH:10][CH:9]=1.[CH3:15][Si:16]([C:19]#[CH:20])([CH3:18])[CH3:17]. (6) Given the product [CH2:21]([O:20][C:3]1[CH:4]=[C:5]([Cl:19])[C:6]([CH2:8][C:10]2[CH:15]=[CH:14][C:13]([O:16][CH2:17][CH3:18])=[CH:12][CH:11]=2)=[CH:7][C:2]=1[Br:1])[CH:22]=[CH2:23], predict the reactants needed to synthesize it. The reactants are: [Br:1][C:2]1[C:3]([O:20][CH3:21])=[CH:4][C:5]([Cl:19])=[C:6]([C:8]([C:10]2[CH:15]=[CH:14][C:13]([O:16][CH2:17][CH3:18])=[CH:12][CH:11]=2)=O)[CH:7]=1.[C:22](#N)[CH3:23].C([SiH](CC)CC)C.B(F)(F)F.CCOCC.